The task is: Predict the reaction yield, written as a fraction of the theoretical maximum amount of product (1.0 means a 100% yield; for example, 0.34 means a 34% yield).. This data is from Reaction yield outcomes from USPTO patents with 853,638 reactions. (1) The reactants are Br[C:2]1[CH:3]=[CH:4][CH:5]=[C:6]2[C:11]=1[N:10]=[C:9]([NH:12][C:13]1[CH:18]=[CH:17][C:16]([N:19]3[CH2:24][CH2:23][N:22]([C:25]([O:27][C:28]([CH3:31])([CH3:30])[CH3:29])=[O:26])[CH2:21][CH2:20]3)=[CH:15][C:14]=1[O:32][CH3:33])[N:8]=[CH:7]2.CC1(C)C(C)(C)OB([C:42]2[CH:43]=[C:44]([CH:46]=[CH:47][CH:48]=2)[NH2:45])O1.C([O-])([O-])=O.[Na+].[Na+]. The catalyst is O1CCOCC1.O.CC(=O)OCC.C1C=CC(P(C2C=CC=CC=2)[C-]2C=CC=C2)=CC=1.C1C=CC(P(C2C=CC=CC=2)[C-]2C=CC=C2)=CC=1.Cl[Pd]Cl.[Fe+2]. The product is [NH2:45][C:44]1[CH:43]=[C:42]([C:2]2[CH:3]=[CH:4][CH:5]=[C:6]3[C:11]=2[N:10]=[C:9]([NH:12][C:13]2[CH:18]=[CH:17][C:16]([N:19]4[CH2:20][CH2:21][N:22]([C:25]([O:27][C:28]([CH3:29])([CH3:30])[CH3:31])=[O:26])[CH2:23][CH2:24]4)=[CH:15][C:14]=2[O:32][CH3:33])[N:8]=[CH:7]3)[CH:48]=[CH:47][CH:46]=1. The yield is 0.720. (2) The reactants are [F:1][C:2]([F:29])([F:28])[C:3]1[CH:4]=[C:5]([NH:13][C:14](=[O:27])[C:15]2[CH:20]=[C:19]([S:21](=[O:24])(=[O:23])[NH2:22])[CH:18]=[CH:17][C:16]=2[O:25][CH3:26])[CH:6]=[C:7]([C:9]([F:12])([F:11])[F:10])[CH:8]=1.CO[CH:32]1[CH2:36][CH2:35][CH:34](OC)O1.C(O)(=O)C. The catalyst is O. The product is [F:29][C:2]([F:1])([F:28])[C:3]1[CH:4]=[C:5]([NH:13][C:14](=[O:27])[C:15]2[CH:20]=[C:19]([S:21]([N:22]3[CH:32]=[CH:36][CH:35]=[CH:34]3)(=[O:23])=[O:24])[CH:18]=[CH:17][C:16]=2[O:25][CH3:26])[CH:6]=[C:7]([C:9]([F:12])([F:10])[F:11])[CH:8]=1. The yield is 0.886. (3) The reactants are [F:1][C:2]1[CH:3]=[C:4]([NH:8][C:9](=[O:11])[CH3:10])[CH:5]=[CH:6][CH:7]=1.[Cl:12][S:13](O)(=[O:15])=[O:14]. No catalyst specified. The product is [C:9]([NH:8][C:4]1[CH:5]=[CH:6][C:7]([S:13]([Cl:12])(=[O:15])=[O:14])=[C:2]([F:1])[CH:3]=1)(=[O:11])[CH3:10]. The yield is 0.470. (4) The reactants are [S:1]1[CH:5]=[CH:4][CH:3]=[C:2]1[S:6]([NH:9][C:10]1[CH:11]=[C:12]([O:22][C:23]([F:26])([F:25])[F:24])[CH:13]=[C:14]2[C:18]=1[NH:17][C:16]([C:19]([OH:21])=O)=[CH:15]2)(=[O:8])=[O:7].Cl.C[N:29](C)CCCN=C=NCC.CN(C)C=O. The catalyst is O. The product is [S:1]1[CH:5]=[CH:4][CH:3]=[C:2]1[S:6]([NH:9][C:10]1[CH:11]=[C:12]([O:22][C:23]([F:25])([F:26])[F:24])[CH:13]=[C:14]2[C:18]=1[NH:17][C:16]([C:19]([NH2:29])=[O:21])=[CH:15]2)(=[O:7])=[O:8]. The yield is 0.890. (5) The reactants are [CH2:1]([O:3][C:4](=[O:9])[CH2:5][C:6]([CH3:8])=[O:7])[CH3:2].OS(O)(=O)=O.[CH2:15](OC(OCC)OCC)[CH3:16]. The catalyst is C(O)C. The product is [CH2:1]([O:3][C:4](=[O:9])[CH:5]=[C:6]([O:7][CH2:15][CH3:16])[CH3:8])[CH3:2]. The yield is 0.850. (6) The product is [Br:40][CH2:19][C:17]1[S:16][C:12]2[N:13]=[CH:14][N:15]=[C:10]([NH:9][CH2:1][CH2:2][C:3]3[CH:8]=[CH:7][CH:6]=[CH:5][CH:4]=3)[C:11]=2[CH:18]=1. The reactants are [CH2:1]([NH:9][C:10]1[C:11]2[CH:18]=[C:17]([CH2:19]O)[S:16][C:12]=2[N:13]=[CH:14][N:15]=1)[CH2:2][C:3]1[CH:8]=[CH:7][CH:6]=[CH:5][CH:4]=1.C1(P(C2C=CC=CC=2)C2C=CC=CC=2)C=CC=CC=1.[Br:40]N1C(=O)CCC1=O. The yield is 0.0500. The catalyst is C1COCC1. (7) The reactants are [CH3:1][C:2]1[CH:7]=[CH:6][N:5]=[C:4]([F:8])[CH:3]=1.[Br:9]N1C(=O)CCC1=O.CCCCCC. The catalyst is C(Cl)(Cl)(Cl)Cl.C(OOC(=O)C1C=CC=CC=1)(=O)C1C=CC=CC=1. The product is [Br:9][CH2:1][C:2]1[CH:7]=[CH:6][N:5]=[C:4]([F:8])[CH:3]=1. The yield is 0.449. (8) The reactants are C([CH:3]([C:7](Cl)=[O:8])[C:4](Cl)=[O:5])C.[C:10]1([C:16]2[N:17]=[C:18]([NH2:21])[S:19][CH:20]=2)[CH:15]=[CH:14][CH:13]=[CH:12][CH:11]=1.CCN([CH:28]([CH3:30])C)C(C)C.[OH2:31]. The yield is 0.460. The catalyst is C(Cl)(Cl)Cl. The product is [CH2:28]([O:31][C:7](=[O:8])[CH2:3][C:4]([NH:21][C:18]1[S:19][CH:20]=[C:16]([C:10]2[CH:11]=[CH:12][CH:13]=[CH:14][CH:15]=2)[N:17]=1)=[O:5])[CH3:30]. (9) The reactants are C(OC1C=C(F)C=C2C=1C(CC(N1CC3C(=CC=CC=3)C1)=O)=[CH:12][N:13]2CC)C1C=CC=CC=1.[CH2:33]([O:40][C:41]1[C:49]([F:50])=[CH:48][C:47]([Br:51])=[C:46]2[C:42]=1[C:43]([CH2:53][C:54]([OH:56])=O)=[CH:44][N:45]2[CH3:52])[C:34]1[CH:39]=[CH:38][CH:37]=[CH:36][CH:35]=1. No catalyst specified. The product is [CH2:33]([O:40][C:41]1[C:49]([F:50])=[CH:48][C:47]([Br:51])=[C:46]2[C:42]=1[C:43]([CH2:53][C:54]([NH:13][CH3:12])=[O:56])=[CH:44][N:45]2[CH3:52])[C:34]1[CH:39]=[CH:38][CH:37]=[CH:36][CH:35]=1. The yield is 0.960.